From a dataset of NCI-60 drug combinations with 297,098 pairs across 59 cell lines. Regression. Given two drug SMILES strings and cell line genomic features, predict the synergy score measuring deviation from expected non-interaction effect. (1) Drug 2: CN(C(=O)NC(C=O)C(C(C(CO)O)O)O)N=O. Synergy scores: CSS=-23.2, Synergy_ZIP=-12.0, Synergy_Bliss=-57.6, Synergy_Loewe=-61.6, Synergy_HSA=-72.6. Drug 1: C1CC(=O)NC(=O)C1N2C(=O)C3=CC=CC=C3C2=O. Cell line: CCRF-CEM. (2) Drug 1: C1=CN(C(=O)N=C1N)C2C(C(C(O2)CO)O)O.Cl. Drug 2: CC1CCCC2(C(O2)CC(NC(=O)CC(C(C(=O)C(C1O)C)(C)C)O)C(=CC3=CSC(=N3)C)C)C. Cell line: OVCAR-4. Synergy scores: CSS=22.6, Synergy_ZIP=-5.17, Synergy_Bliss=-7.88, Synergy_Loewe=-17.4, Synergy_HSA=-8.51.